Task: Predict the reactants needed to synthesize the given product.. Dataset: Full USPTO retrosynthesis dataset with 1.9M reactions from patents (1976-2016) (1) Given the product [CH3:23][C:14]1[CH:15]=[C:16]([N+:20]([O-:22])=[O:21])[CH:17]=[C:18]([CH3:19])[C:13]=1[O:11][C:8]1[CH:9]=[CH:10][C:5]([O:4][CH3:3])=[CH:6][CH:7]=1, predict the reactants needed to synthesize it. The reactants are: [H-].[Na+].[CH3:3][O:4][C:5]1[CH:10]=[CH:9][C:8]([OH:11])=[CH:7][CH:6]=1.Cl[C:13]1[C:18]([CH3:19])=[CH:17][C:16]([N+:20]([O-:22])=[O:21])=[CH:15][C:14]=1[CH3:23]. (2) Given the product [Si:1]([O:18][CH2:19][C:20]1[C:21]([N:35]2[CH2:40][C@H:39]([CH3:41])[O:38][C@H:37]([CH3:42])[CH2:36]2)=[C:22]([F:34])[C:23]2[O:27][N:26]=[C:25]([C:28]([NH:43][NH2:44])=[O:30])[C:24]=2[CH:33]=1)([C:14]([CH3:15])([CH3:17])[CH3:16])([C:8]1[CH:9]=[CH:10][CH:11]=[CH:12][CH:13]=1)[C:2]1[CH:3]=[CH:4][CH:5]=[CH:6][CH:7]=1, predict the reactants needed to synthesize it. The reactants are: [Si:1]([O:18][CH2:19][C:20]1[C:21]([N:35]2[CH2:40][C@H:39]([CH3:41])[O:38][C@H:37]([CH3:42])[CH2:36]2)=[C:22]([F:34])[C:23]2[O:27][N:26]=[C:25]([C:28]([O:30]CC)=O)[C:24]=2[CH:33]=1)([C:14]([CH3:17])([CH3:16])[CH3:15])([C:8]1[CH:13]=[CH:12][CH:11]=[CH:10][CH:9]=1)[C:2]1[CH:7]=[CH:6][CH:5]=[CH:4][CH:3]=1.[NH2:43][NH2:44].